This data is from Forward reaction prediction with 1.9M reactions from USPTO patents (1976-2016). The task is: Predict the product of the given reaction. (1) Given the reactants [CH3:1][O:2][C:3]1[C:11]([O:12][CH3:13])=[CH:10][CH:9]=[CH:8][C:4]=1[C:5](O)=[O:6].C(Cl)(=O)C([Cl:17])=O, predict the reaction product. The product is: [CH3:1][O:2][C:3]1[C:11]([O:12][CH3:13])=[CH:10][CH:9]=[CH:8][C:4]=1[C:5]([Cl:17])=[O:6]. (2) Given the reactants P(Cl)(Cl)([Cl:3])=O.[F:6][C:7]1[C:12](=[O:13])[N:11]2[CH2:14][C@@:15]([CH3:21])([C:17]([F:20])([F:19])[F:18])[NH:16][C:10]2=[N:9][C:8]=1O.[OH-].[Na+], predict the reaction product. The product is: [F:6][C:7]1[C:12](=[O:13])[N:11]2[CH2:14][C@@:15]([CH3:21])([C:17]([F:20])([F:19])[F:18])[NH:16][C:10]2=[N:9][C:8]=1[Cl:3]. (3) Given the reactants [CH2:1]([Sn:5]([CH2:24][CH2:25][CH2:26][CH3:27])([CH2:20][CH2:21][CH2:22][CH3:23])[C:6]1[CH:18]=[C:17]2[C:9]([C:10]3[CH:11]=[CH:12][C:13]([NH2:19])=[CH:14][C:15]=3[CH2:16]2)=[CH:8][CH:7]=1)[CH2:2][CH2:3][CH3:4].[CH3:28][O:29][C:30](=[O:47])[C@@H:31]([NH:36][C:37]([O:39][CH2:40][C:41]1[CH:46]=[CH:45][CH:44]=[CH:43][CH:42]=1)=[O:38])[CH2:32][C:33](O)=[O:34], predict the reaction product. The product is: [CH2:40]([O:39][C:37]([NH:36][C@@H:31]([CH2:32][C:33](=[O:34])[NH:19][C:13]1[CH:12]=[CH:11][C:10]2[C:9]3[C:17](=[CH:18][C:6]([Sn:5]([CH2:1][CH2:2][CH2:3][CH3:4])([CH2:20][CH2:21][CH2:22][CH3:23])[CH2:24][CH2:25][CH2:26][CH3:27])=[CH:7][CH:8]=3)[CH2:16][C:15]=2[CH:14]=1)[C:30]([O:29][CH3:28])=[O:47])=[O:38])[C:41]1[CH:42]=[CH:43][CH:44]=[CH:45][CH:46]=1. (4) Given the reactants C([O:5][C:6]1[C:15]2[C:10](=[CH:11][CH:12]=[C:13]([C:16]([C:23]3[CH:28]=[CH:27][C:26]([Cl:29])=[CH:25][CH:24]=3)([C:18]3[S:19][CH:20]=[CH:21][N:22]=3)O)[CH:14]=2)[N:9]=[CH:8][N:7]=1)(C)(C)C.O.O.Cl[Sn]Cl.Cl.C(=O)(O)[O-].[Na+], predict the reaction product. The product is: [Cl:29][C:26]1[CH:27]=[CH:28][C:23]([CH:16]([C:18]2[S:19][CH:20]=[CH:21][N:22]=2)[C:13]2[CH:14]=[C:15]3[C:10](=[CH:11][CH:12]=2)[N:9]=[CH:8][N:7]=[C:6]3[OH:5])=[CH:24][CH:25]=1. (5) Given the reactants [CH:1]1([CH2:7][NH:8][C:9]2[CH:10]=[C:11](/[CH:15]=[CH:16]/[CH2:17][NH:18][C:19](=[O:25])[O:20][C:21]([CH3:24])([CH3:23])[CH3:22])[CH:12]=[CH:13][CH:14]=2)[CH2:6][CH2:5][CH2:4][CH2:3][CH2:2]1.C1C=C(Cl)C=C(C(OO)=[O:34])C=1.C([O-])([O-])=O.[Na+].[Na+].C([O-])(O)=O.[Na+], predict the reaction product. The product is: [CH:1]1([CH2:7][NH:8][C:9]2[CH:10]=[C:11]([CH:15]3[O:34][CH:16]3[CH2:17][NH:18][C:19](=[O:25])[O:20][C:21]([CH3:22])([CH3:24])[CH3:23])[CH:12]=[CH:13][CH:14]=2)[CH2:2][CH2:3][CH2:4][CH2:5][CH2:6]1. (6) Given the reactants [Cl:1][CH2:2][CH2:3][O:4][CH2:5][C:6]1([C:12](=[NH:15])[NH:13][OH:14])[CH2:11][CH2:10][O:9][CH2:8][CH2:7]1.[C:16]([C:23]([O:25][CH2:26][CH3:27])=[O:24])#[C:17][C:18]([O:20][CH2:21][CH3:22])=[O:19], predict the reaction product. The product is: [Cl:1][CH2:2][CH2:3][O:4][CH2:5][C:6]1([C:12](=[NH:15])[NH:13][O:14][C:16](=[CH:17][C:18]([O:20][CH2:21][CH3:22])=[O:19])[C:23]([O:25][CH2:26][CH3:27])=[O:24])[CH2:7][CH2:8][O:9][CH2:10][CH2:11]1. (7) Given the reactants [N-:1]=[N+:2]=[N-:3].[Na+].[Si](Cl)(Cl)(Cl)Cl.[CH3:10][O:11][C:12]1[CH:17]=[CH:16][CH:15]=[CH:14][C:13]=1[CH2:18][C:19]([NH:21][C:22]1[CH:27]=[CH:26][C:25]([N:28]2[C:34](=[O:35])[CH2:33][C:32](=[O:36])[NH:31][C:30]3[C:37]4[C:42]([CH:43]=[CH:44][C:29]2=3)=[CH:41][CH:40]=[CH:39][CH:38]=4)=[CH:24][CH:23]=1)=O.C(=O)([O-])O.[Na+], predict the reaction product. The product is: [CH3:10][O:11][C:12]1[CH:17]=[CH:16][CH:15]=[CH:14][C:13]=1[CH2:18][C:19]1[N:21]([C:22]2[CH:23]=[CH:24][C:25]([N:28]3[C:34](=[O:35])[CH2:33][C:32](=[O:36])[NH:31][C:30]4[C:37]5[C:42]([CH:43]=[CH:44][C:29]3=4)=[CH:41][CH:40]=[CH:39][CH:38]=5)=[CH:26][CH:27]=2)[N:3]=[N:2][N:1]=1. (8) Given the reactants COC1CCCC1.[CH:8]([O:10][CH:11]([CH3:13])[CH3:12])=[CH2:9].C1(C)C=CC(S([O-])(=O)=O)=CC=1.[NH+]1C=CC=CC=1.[Br:31][C:32]1[C:37]([O:38][CH3:39])=[CH:36][C:35]([CH2:40][OH:41])=[CH:34][C:33]=1[O:42][CH3:43], predict the reaction product. The product is: [Br:31][C:32]1[C:37]([O:38][CH3:39])=[CH:36][C:35]([CH2:40][O:41][CH:8]([O:10][CH:11]([CH3:13])[CH3:12])[CH3:9])=[CH:34][C:33]=1[O:42][CH3:43]. (9) Given the reactants O=C1CCC(=O)N1O[C:9](=[O:20])[C:10]1[CH:15]=[CH:14][CH:13]=[C:12]([O:16][CH2:17][C:18]#[CH:19])[CH:11]=1.[NH2:21][CH2:22][CH2:23][O:24][CH2:25][CH2:26][O:27][CH2:28][CH2:29][O:30][CH2:31][CH2:32][O:33][CH2:34][CH2:35][O:36][CH2:37][CH2:38][O:39][CH2:40][CH2:41][O:42][CH2:43][CH2:44][NH:45][C:46](=[O:48])[CH3:47].C(N(CC)CC)C, predict the reaction product. The product is: [C:46]([NH:45][CH2:44][CH2:43][O:42][CH2:41][CH2:40][O:39][CH2:38][CH2:37][O:36][CH2:35][CH2:34][O:33][CH2:32][CH2:31][O:30][CH2:29][CH2:28][O:27][CH2:26][CH2:25][O:24][CH2:23][CH2:22][NH:21][C:9](=[O:20])[C:10]1[CH:15]=[CH:14][CH:13]=[C:12]([O:16][CH2:17][C:18]#[CH:19])[CH:11]=1)(=[O:48])[CH3:47]. (10) Given the reactants [Cl:1][C:2]1[CH:7]=[C:6]([C:8](Cl)=[O:9])[CH:5]=[CH:4][N:3]=1.[N:11]1([C:17]2[CH:24]=[CH:23][C:20]([C:21]#[N:22])=[C:19]([C:25]([F:28])([F:27])[F:26])[CH:18]=2)[CH2:16][CH2:15][NH:14][CH2:13][CH2:12]1.CCOC(C)=O.O, predict the reaction product. The product is: [Cl:1][C:2]1[CH:7]=[C:6]([C:8]([N:14]2[CH2:13][CH2:12][N:11]([C:17]3[CH:24]=[CH:23][C:20]([C:21]#[N:22])=[C:19]([C:25]([F:27])([F:26])[F:28])[CH:18]=3)[CH2:16][CH2:15]2)=[O:9])[CH:5]=[CH:4][N:3]=1.